From a dataset of Catalyst prediction with 721,799 reactions and 888 catalyst types from USPTO. Predict which catalyst facilitates the given reaction. Reactant: [CH2:1]([O:3][C:4]([C:6]1([CH:19]([C:24]2[CH:29]=[CH:28][CH:27]=[CH:26][CH:25]=2)[CH2:20][N+:21]([O-])=O)[CH2:11][CH2:10][N:9]([CH2:12][C:13]2[CH:18]=[CH:17][CH:16]=[CH:15][CH:14]=2)[CH2:8][CH2:7]1)=[O:5])[CH3:2]. Product: [CH2:1]([O:3][C:4]([C:6]1([CH:19]([C:24]2[CH:29]=[CH:28][CH:27]=[CH:26][CH:25]=2)[CH2:20][NH2:21])[CH2:11][CH2:10][N:9]([CH2:12][C:13]2[CH:14]=[CH:15][CH:16]=[CH:17][CH:18]=2)[CH2:8][CH2:7]1)=[O:5])[CH3:2]. The catalyst class is: 319.